Task: Predict the product of the given reaction.. Dataset: Forward reaction prediction with 1.9M reactions from USPTO patents (1976-2016) (1) Given the reactants Cl[S:2]([N:5]=[C:6]=[O:7])(=[O:4])=[O:3].Br[CH2:9][CH2:10][OH:11].C(N(CC)CC)C.Cl.[C:20]1([C@@H:26]2[CH2:28][C@H:27]2[NH2:29])[CH:25]=[CH:24][CH:23]=[CH:22][CH:21]=1, predict the reaction product. The product is: [C:20]1([CH:26]2[CH2:28][CH:27]2[NH:29][S:2]([N:5]2[CH2:9][CH2:10][O:11][C:6]2=[O:7])(=[O:4])=[O:3])[CH:25]=[CH:24][CH:23]=[CH:22][CH:21]=1. (2) The product is: [CH:51]1([C:48]2[CH:49]=[CH:50][C:45]([CH2:44][O:43][C:40]3[CH:41]=[CH:42][C:37]([CH:35]4[CH2:34][N:33]([C:31]([C:27]5[CH:26]=[C:25]([CH2:24][O:16][CH2:15][C:3]6([CH2:2][OH:1])[CH2:4][O:5][CH:6]([C:9]7[CH:10]=[CH:11][CH:12]=[CH:13][CH:14]=7)[O:7][CH2:8]6)[CH:30]=[CH:29][N:28]=5)=[O:32])[CH2:36]4)=[CH:38][C:39]=3[O:54][CH3:55])=[CH:46][CH:47]=2)[CH2:53][CH2:52]1. Given the reactants [OH:1][CH2:2][C:3]1([CH2:15][OH:16])[CH2:8][O:7][CH:6]([C:9]2[CH:14]=[CH:13][CH:12]=[CH:11][CH:10]=2)[O:5][CH2:4]1.[H-].[Na+].CS(O[CH2:24][C:25]1[CH:30]=[CH:29][N:28]=[C:27]([C:31]([N:33]2[CH2:36][CH:35]([C:37]3[CH:42]=[CH:41][C:40]([O:43][CH2:44][C:45]4[CH:50]=[CH:49][C:48]([CH:51]5[CH2:53][CH2:52]5)=[CH:47][CH:46]=4)=[C:39]([O:54][CH3:55])[CH:38]=3)[CH2:34]2)=[O:32])[CH:26]=1)(=O)=O.O, predict the reaction product. (3) Given the reactants [CH:1]1([C:6]2([CH2:14][CH2:15][C:16]3[CH:21]=[CH:20][C:19]([C:22]([CH3:26])([CH3:25])[C:23]#[N:24])=[C:18]([F:27])[CH:17]=3)[CH2:11][C:10](=[O:12])[CH2:9][C:8](=[O:13])[O:7]2)[CH2:5][CH2:4][CH2:3][CH2:2]1.ClC1C=C(CCC2(C3CCCC3)OC(=O)CC(=O)C2)C=CC=1OC(C)C.[CH2:54]([C:56]1[S:67][C:59]2=[N:60][C:61]([CH:65]=O)=[CH:62][C:63](=[O:64])[N:58]2[N:57]=1)[CH3:55].C(N1C(C)=C(C=O)C(C)=N1)C, predict the reaction product. The product is: [CH:1]1([C:6]2([CH2:14][CH2:15][C:16]3[CH:21]=[CH:20][C:19]([C:22]([CH3:25])([CH3:26])[C:23]#[N:24])=[C:18]([F:27])[CH:17]=3)[CH2:11][C:10]([OH:12])=[C:9]([CH2:65][C:61]3[N:60]=[C:59]4[S:67][C:56]([CH2:54][CH3:55])=[N:57][N:58]4[C:63](=[O:64])[CH:62]=3)[C:8](=[O:13])[O:7]2)[CH2:5][CH2:4][CH2:3][CH2:2]1. (4) Given the reactants [CH3:1][CH:2]([C:21]1[CH:22]=[C:23]([CH:25]=[CH:26][CH:27]=1)[NH2:24])[CH2:3][N:4]1[CH2:9][CH2:8][N:7]([C:10]2[CH:19]=[CH:18][CH:17]=[C:16]3[C:11]=2[CH:12]=[CH:13][C:14]([CH3:20])=[N:15]3)[CH2:6][CH2:5]1.[C:28](O)(=[O:30])[CH3:29], predict the reaction product. The product is: [CH3:1][CH:2]([C:21]1[CH:22]=[C:23]([NH:24][C:28](=[O:30])[CH3:29])[CH:25]=[CH:26][CH:27]=1)[CH2:3][N:4]1[CH2:5][CH2:6][N:7]([C:10]2[CH:19]=[CH:18][CH:17]=[C:16]3[C:11]=2[CH:12]=[CH:13][C:14]([CH3:20])=[N:15]3)[CH2:8][CH2:9]1. (5) Given the reactants Cl[C:2]1[N:11]=[C:10](Cl)[C:9]2[C:4](=[CH:5][CH:6]=[CH:7][CH:8]=2)[N:3]=1.[NH2:13][C:14]1[CH:19]=[CH:18][CH:17]=[C:16]([CH3:20])[CH:15]=1.[CH3:21][C:22]1[CH:26]=[C:25]([CH3:27])[NH:24][N:23]=1, predict the reaction product. The product is: [CH3:21][C:22]1[CH:26]=[C:25]([CH3:27])[N:24]([C:2]2[N:11]=[C:10]([NH:13][C:14]3[CH:15]=[C:16]([CH3:20])[CH:17]=[CH:18][CH:19]=3)[C:9]3[C:4](=[CH:5][CH:6]=[CH:7][CH:8]=3)[N:3]=2)[N:23]=1. (6) Given the reactants [CH3:1][O:2][C:3]([C:5]1[N:6]=[C:7](Br)[C:8]2[C:13]([C:14]=1[OH:15])=[CH:12][CH:11]=[CH:10][C:9]=2[O:16][C:17]1[CH:22]=[CH:21][C:20]([O:23][CH3:24])=[CH:19][CH:18]=1)=[O:4].[C:26]([Cu])#[N:27], predict the reaction product. The product is: [CH3:1][O:2][C:3]([C:5]1[N:6]=[C:7]([C:26]#[N:27])[C:8]2[C:13]([C:14]=1[OH:15])=[CH:12][CH:11]=[CH:10][C:9]=2[O:16][C:17]1[CH:22]=[CH:21][C:20]([O:23][CH3:24])=[CH:19][CH:18]=1)=[O:4]. (7) Given the reactants [CH3:1][O:2][C:3]1[CH:17]=[CH:16][C:6]([CH2:7][C:8]2[O:9][CH:10]=[C:11]([C:13]([OH:15])=O)[N:12]=2)=[CH:5][CH:4]=1.[CH3:18][O:19][C:20]1[CH:21]=[C:22]([C:28]2([CH2:33][NH:34]C(C3N=C(CC4C=CC(OC)=CC=4)SC=3)=O)[CH2:32][CH2:31][CH2:30][CH2:29]2)[CH:23]=[CH:24][C:25]=1[O:26][CH3:27], predict the reaction product. The product is: [CH3:18][O:19][C:20]1[CH:21]=[C:22]([C:28]2([CH2:33][NH:34][C:13]([C:11]3[N:12]=[C:8]([CH2:7][C:6]4[CH:5]=[CH:4][C:3]([O:2][CH3:1])=[CH:17][CH:16]=4)[O:9][CH:10]=3)=[O:15])[CH2:29][CH2:30][CH2:31][CH2:32]2)[CH:23]=[CH:24][C:25]=1[O:26][CH3:27].